This data is from Catalyst prediction with 721,799 reactions and 888 catalyst types from USPTO. The task is: Predict which catalyst facilitates the given reaction. (1) Reactant: Cl.Cl.Cl.Cl.[CH3:5][O:6][C:7]([C:9]1[C:17]2[N:16]([C:18]3[CH:23]=[CH:22][CH:21]=[CH:20][CH:19]=3)[C:15]([C@@H:24]([NH2:26])[CH3:25])=[N:14][C:13]=2[CH:12]=[CH:11][C:10]=1[F:27])=[O:8].Cl[C:29]1[N:37]=[CH:36][N:35]=[C:34]2[C:30]=1[N:31]=[CH:32][N:33]2[CH:38]1[CH2:43][CH2:42][CH2:41][CH2:40][O:39]1.CCN(C(C)C)C(C)C. Product: [CH3:5][O:6][C:7]([C:9]1[C:17]2[N:16]([C:18]3[CH:23]=[CH:22][CH:21]=[CH:20][CH:19]=3)[C:15]([C@@H:24]([NH:26][C:29]3[N:37]=[CH:36][N:35]=[C:34]4[C:30]=3[N:31]=[CH:32][N:33]4[CH:38]3[CH2:43][CH2:42][CH2:41][CH2:40][O:39]3)[CH3:25])=[N:14][C:13]=2[CH:12]=[CH:11][C:10]=1[F:27])=[O:8]. The catalyst class is: 41. (2) Reactant: [Cr](Cl)([O-])(=O)=O.[NH+]1C=CC=CC=1.[CH2:12]([C:18]1[CH:23]=[CH:22][C:21]([C:24]2[C:25]([C:32]3[CH:37]=[CH:36][CH:35]=[CH:34][CH:33]=3)=[CH:26][C:27]([CH2:30][OH:31])=[CH:28][CH:29]=2)=[CH:20][CH:19]=1)[CH2:13][CH2:14][CH2:15][CH2:16][CH3:17]. Product: [CH2:12]([C:18]1[CH:23]=[CH:22][C:21]([C:24]2[C:25]([C:32]3[CH:37]=[CH:36][CH:35]=[CH:34][CH:33]=3)=[CH:26][C:27]([CH:30]=[O:31])=[CH:28][CH:29]=2)=[CH:20][CH:19]=1)[CH2:13][CH2:14][CH2:15][CH2:16][CH3:17]. The catalyst class is: 4. (3) Reactant: C(OC(=O)[N:7]([C:14]1[S:18][C:17]([Cl:19])=[N:16][C:15]=1[Cl:20])[C:8](=[O:13])[CH2:9][CH2:10][S:11][CH3:12])(C)(C)C.FC(F)(F)C(O)=O. Product: [Cl:19][C:17]1[S:18][C:14]([NH:7][C:8](=[O:13])[CH2:9][CH2:10][S:11][CH3:12])=[C:15]([Cl:20])[N:16]=1. The catalyst class is: 2. (4) Reactant: [CH2:1]([CH:3]([C:9](OCC)=O)[C:4]([O:6]CC)=[O:5])[CH3:2].[Na].[C:15]1([C:21]2[CH:28]=[CH:27][CH:26]=[CH:25][C:22]=2CBr)[CH:20]=[CH:19][CH:18]=[CH:17][CH:16]=1.[OH-].[K+]. Product: [C:15]1([C:21]2[CH:22]=[CH:25][CH:26]=[CH:27][C:28]=2[CH2:9][CH:3]([CH2:1][CH3:2])[C:4]([OH:6])=[O:5])[CH:20]=[CH:19][CH:18]=[CH:17][CH:16]=1. The catalyst class is: 6. (5) Reactant: [CH3:1][CH:2]1[NH:7][CH2:6][CH2:5][N:4]([C:8]2[C:13]([O:14][CH3:15])=[C:12]3[N:16]([CH:24]4[CH2:26][CH2:25]4)[CH:17]=[C:18]([C:21](O)=[O:22])[C:19](=[O:20])[C:11]3=[CH:10][C:9]=2[F:27])[CH2:3]1.CC1NC[CH2:32][N:31]([C:35]2[C:40](OC)=[C:39]3[N:43](C4CC4)C=C(C(O)=O)C(=O)C3=CC=2F)[CH2:30]1.O.O.O.[OH-].[Na+]. Product: [CH:24]1([N:16]2[C:12]3[C:11](=[CH:10][C:9]([F:27])=[C:8]([N:4]4[CH2:5][CH2:6][NH:7][CH:2]([CH3:1])[CH2:3]4)[C:13]=3[O:14][CH3:15])[C:19](=[O:20])[C:18]([C:21]([NH:43][CH2:39][CH2:40][CH2:35][N:31]([CH3:32])[CH3:30])=[O:22])=[CH:17]2)[CH2:26][CH2:25]1. The catalyst class is: 7.